Dataset: Catalyst prediction with 721,799 reactions and 888 catalyst types from USPTO. Task: Predict which catalyst facilitates the given reaction. (1) Reactant: O=[C:2]([C@@H:6]([C:8]1[CH:13]=[CH:12][C:11]([NH:14][C:15]2[S:16][CH:17]=[C:18]([C:20]([F:23])([F:22])[F:21])[N:19]=2)=[CH:10][CH:9]=1)[CH3:7])[CH2:3][CH:4]=O.O.[NH2:25][NH2:26]. Product: [NH:25]1[C:2]([C@@H:6]([C:8]2[CH:13]=[CH:12][C:11]([NH:14][C:15]3[S:16][CH:17]=[C:18]([C:20]([F:23])([F:22])[F:21])[N:19]=3)=[CH:10][CH:9]=2)[CH3:7])=[CH:3][CH:4]=[N:26]1. The catalyst class is: 301. (2) Reactant: C([O:3][C:4]([C@H:6]1[C@@H:10]([CH2:11][NH:12][C:13]([O:15][C:16]([CH3:19])([CH3:18])[CH3:17])=[O:14])[CH2:9][N:8]([CH2:20][C:21]2[CH:26]=[CH:25][CH:24]=[CH:23][CH:22]=2)[CH2:7]1)=[O:5])C.O.[OH-].[Li+].O. Product: [CH2:20]([N:8]1[CH2:9][C@H:10]([CH2:11][NH:12][C:13]([O:15][C:16]([CH3:17])([CH3:18])[CH3:19])=[O:14])[C@H:6]([C:4]([OH:5])=[O:3])[CH2:7]1)[C:21]1[CH:26]=[CH:25][CH:24]=[CH:23][CH:22]=1. The catalyst class is: 1. (3) Reactant: [H-].[Al+3].[Li+].[H-].[H-].[H-].[F:7][C:8]1[CH:9]=[CH:10][C:11]([O:27][CH3:28])=[C:12]([C:14]([CH3:26])([CH3:25])[CH2:15][C@:16]([OH:24])([C:20]([F:23])([F:22])[F:21])[C:17](O)=[O:18])[CH:13]=1. Product: [F:7][C:8]1[CH:9]=[CH:10][C:11]([O:27][CH3:28])=[C:12]([C:14]([CH3:26])([CH3:25])[CH2:15][C@@:16]([C:20]([F:22])([F:23])[F:21])([OH:24])[CH2:17][OH:18])[CH:13]=1. The catalyst class is: 7. (4) Reactant: [Cl:1][C:2]1[C:3]([CH3:8])=[N:4][O:5][C:6]=1[NH2:7].[H-].[Na+].[CH2:11]([C:13]1[O:17][C:16]2[CH:18]=[CH:19][CH:20]=[CH:21][C:15]=2[C:14]=1[S:22](Cl)(=[O:24])=[O:23])[CH3:12]. Product: [Cl:1][C:2]1[C:3]([CH3:8])=[N:4][O:5][C:6]=1[NH:7][S:22]([C:14]1[C:15]2[CH:21]=[CH:20][CH:19]=[CH:18][C:16]=2[O:17][C:13]=1[CH2:11][CH3:12])(=[O:23])=[O:24]. The catalyst class is: 1. (5) Reactant: [Br:1][C:2]1[CH:3]=[C:4]([CH:8]=[CH:9][CH:10]=1)[C:5](Cl)=[O:6].[CH2:11]([NH:13][CH2:14][CH3:15])[CH3:12]. Product: [Br:1][C:2]1[CH:3]=[C:4]([CH:8]=[CH:9][CH:10]=1)[C:5]([N:13]([CH2:14][CH3:15])[CH2:11][CH3:12])=[O:6]. The catalyst class is: 56. (6) Reactant: [CH3:1][C:2]([O:5][C:6]([N:8]1[CH2:12][CH2:11][CH2:10][C@H:9]1[CH2:13][C:14](O)=[O:15])=[O:7])([CH3:4])[CH3:3].B.O1CCCC1.CO.C(O)(=O)C. Product: [OH:15][CH2:14][CH2:13][C@@H:9]1[CH2:10][CH2:11][CH2:12][N:8]1[C:6]([O:5][C:2]([CH3:4])([CH3:3])[CH3:1])=[O:7]. The catalyst class is: 1. (7) Reactant: FC(F)(F)C(O)=O.[CH3:8][NH:9][C@H:10]([C:14]([NH:16][C@H:17]([C:21]([N:23]([C@@H:25]([C@@H:61]([CH3:64])[CH2:62][CH3:63])[C@H:26]([O:59][CH3:60])[CH2:27][C:28]([N:30]1[CH2:34][CH2:33][CH2:32][C@H:31]1[C@H:35]([O:57][CH3:58])[C@@H:36]([CH3:56])[C:37]([NH:39][C@H:40](/[CH:48]=[CH:49]/[C:50]1[CH:55]=[CH:54][CH:53]=[CH:52][CH:51]=1)[CH2:41][C:42]1[CH:47]=[CH:46][CH:45]=[CH:44][CH:43]=1)=[O:38])=[O:29])[CH3:24])=[O:22])[CH:18]([CH3:20])[CH3:19])=[O:15])[CH:11]([CH3:13])[CH3:12].O=[CH:66][CH2:67][CH2:68][C:69]([OH:71])=[O:70].C([BH3-])#N.[Na+].O1CCOCC1. Product: [C:69]([CH2:68][CH2:67][CH2:66][N:9]([CH3:8])[C@H:10]([C:14]([NH:16][C@H:17]([C:21]([N:23]([C@@H:25]([C@@H:61]([CH3:64])[CH2:62][CH3:63])[C@H:26]([O:59][CH3:60])[CH2:27][C:28]([N:30]1[CH2:34][CH2:33][CH2:32][C@H:31]1[C@H:35]([O:57][CH3:58])[C@@H:36]([CH3:56])[C:37]([NH:39][C@H:40](/[CH:48]=[CH:49]/[C:50]1[CH:51]=[CH:52][CH:53]=[CH:54][CH:55]=1)[CH2:41][C:42]1[CH:43]=[CH:44][CH:45]=[CH:46][CH:47]=1)=[O:38])=[O:29])[CH3:24])=[O:22])[CH:18]([CH3:19])[CH3:20])=[O:15])[CH:11]([CH3:13])[CH3:12])([OH:71])=[O:70]. The catalyst class is: 38. (8) Reactant: [Br:1][C:2]1[CH:8]=[CH:7][C:5]([NH2:6])=[CH:4][C:3]=1[CH3:9].[CH3:10][C:11](=O)[CH2:12][CH2:13][C:14](=O)[CH3:15]. Product: [Br:1][C:2]1[CH:8]=[CH:7][C:5]([N:6]2[C:14]([CH3:15])=[CH:13][CH:12]=[C:11]2[CH3:10])=[CH:4][C:3]=1[CH3:9]. The catalyst class is: 15. (9) Reactant: [CH2:1]([O:3][C:4]([C:6]1[CH:11]=[C:10]([CH3:12])[NH:9][C:8](=[O:13])[C:7]=1[O:14][CH2:15][C:16]1[CH:21]=[CH:20][CH:19]=[CH:18][CH:17]=1)=[O:5])[CH3:2].[Se]=[O:23]. Product: [CH2:1]([O:3][C:4]([C:6]1[CH:11]=[C:10]([CH:12]=[O:23])[NH:9][C:8](=[O:13])[C:7]=1[O:14][CH2:15][C:16]1[CH:17]=[CH:18][CH:19]=[CH:20][CH:21]=1)=[O:5])[CH3:2]. The catalyst class is: 12.